From a dataset of Full USPTO retrosynthesis dataset with 1.9M reactions from patents (1976-2016). Predict the reactants needed to synthesize the given product. Given the product [Cl:9][C:10]1[C:15]([Cl:16])=[CH:14][CH:13]=[CH:12][C:11]=1[S:17]([NH:20][C:21]1[C:26]([O:27][CH3:28])=[N:25][C:24]([CH2:29][OH:30])=[C:23]([F:33])[N:22]=1)(=[O:19])=[O:18], predict the reactants needed to synthesize it. The reactants are: C([BH-](CC)CC)C.[Li+].[Cl:9][C:10]1[C:15]([Cl:16])=[CH:14][CH:13]=[CH:12][C:11]=1[S:17]([NH:20][C:21]1[N:22]=[C:23]([F:33])[C:24]([C:29](OC)=[O:30])=[N:25][C:26]=1[O:27][CH3:28])(=[O:19])=[O:18].